From a dataset of Full USPTO retrosynthesis dataset with 1.9M reactions from patents (1976-2016). Predict the reactants needed to synthesize the given product. The reactants are: [CH:1]([C:4]1[CH:9]=[C:8]([O:10][CH3:11])[CH:7]=[CH:6][C:5]=1[S:12]([C:15]1[CH:20]=[CH:19][C:18]([CH3:21])=[CH:17][CH:16]=1)(=[O:14])=[O:13])([CH3:3])[CH3:2].[I:22]Cl.C([O-])(O)=O.[Na+]. Given the product [I:22][C:7]1[CH:6]=[C:5]([S:12]([C:15]2[CH:16]=[CH:17][C:18]([CH3:21])=[CH:19][CH:20]=2)(=[O:13])=[O:14])[C:4]([CH:1]([CH3:3])[CH3:2])=[CH:9][C:8]=1[O:10][CH3:11], predict the reactants needed to synthesize it.